This data is from Forward reaction prediction with 1.9M reactions from USPTO patents (1976-2016). The task is: Predict the product of the given reaction. (1) Given the reactants [F:1][C:2]1[CH:3]=[C:4]([CH:36]=[C:37]([F:41])[C:38]=1[O:39][CH3:40])[CH2:5][N:6]1[C:11]2[CH:12]=[C:13]([C:15]3[CH:20]=[CH:19][CH:18]=[CH:17][CH:16]=3)[S:14][C:10]=2[C:9](=[O:21])[N:8]([CH:22]2[CH2:27][CH2:26][N:25](C(OC(C)(C)C)=O)[CH2:24][CH2:23]2)[C:7]1=[O:35].[ClH:42], predict the reaction product. The product is: [ClH:42].[F:1][C:2]1[CH:3]=[C:4]([CH:36]=[C:37]([F:41])[C:38]=1[O:39][CH3:40])[CH2:5][N:6]1[C:11]2[CH:12]=[C:13]([C:15]3[CH:16]=[CH:17][CH:18]=[CH:19][CH:20]=3)[S:14][C:10]=2[C:9](=[O:21])[N:8]([CH:22]2[CH2:27][CH2:26][NH:25][CH2:24][CH2:23]2)[C:7]1=[O:35]. (2) Given the reactants [F:1][C:2]1[CH:7]=[CH:6][CH:5]=[C:4]([F:8])[C:3]=1[N:9]1[C:18](=[O:19])[C:17]2[C:12](=[C:13]([CH3:20])[CH:14]=[CH:15][CH:16]=2)[NH:11][C:10]1=[S:21].[C:22]([O-])([O-])=O.[K+].[K+].CI, predict the reaction product. The product is: [F:1][C:2]1[CH:7]=[CH:6][CH:5]=[C:4]([F:8])[C:3]=1[N:9]1[C:18](=[O:19])[C:17]2[C:12](=[C:13]([CH3:20])[CH:14]=[CH:15][CH:16]=2)[N:11]=[C:10]1[S:21][CH3:22]. (3) Given the reactants C(OC([N:8]1[CH2:13][CH2:12][C:11](=[CH:14][C:15]2[O:16][C:17]([C:20]3[S:21][CH:22]=[CH:23][CH:24]=3)=[N:18][N:19]=2)[CH2:10][CH2:9]1)=O)(C)(C)C.FC(F)(F)C(O)=O, predict the reaction product. The product is: [S:21]1[CH:22]=[CH:23][CH:24]=[C:20]1[C:17]1[O:16][C:15]([CH:14]=[C:11]2[CH2:10][CH2:9][NH:8][CH2:13][CH2:12]2)=[N:19][N:18]=1. (4) Given the reactants [Br:1][C:2]1[CH:3]=[C:4]([NH2:16])[C:5]([N:8]([CH:10]2[CH2:15][CH2:14][CH2:13][CH2:12][CH2:11]2)[CH3:9])=[N:6][CH:7]=1.[F:17][C:18]1[CH:23]=[CH:22][CH:21]=[CH:20][C:19]=1[N:24]=[C:25]=[O:26].C(N(CCC(F)(F)F)C1C(N)=CC(Br)=CC=1)C1C=CC=CC=1.C(N(CCC(F)(F)F)C1C=CC(Br)=CC=1NC(NC1C=CC(C)=CC=1)=O)C1C=CC=CC=1, predict the reaction product. The product is: [Br:1][C:2]1[CH:3]=[C:4]([NH:16][C:25]([NH:24][C:19]2[CH:20]=[CH:21][CH:22]=[CH:23][C:18]=2[F:17])=[O:26])[C:5]([N:8]([CH:10]2[CH2:15][CH2:14][CH2:13][CH2:12][CH2:11]2)[CH3:9])=[N:6][CH:7]=1. (5) Given the reactants C(N(CC)CC)C.[NH2:8][C:9]1[CH:14]=[CH:13][N:12]=[CH:11][C:10]=1[Cl:15].Cl[C:17](Cl)([O:19]C(=O)OC(Cl)(Cl)Cl)Cl.[C:28]([O:32][C:33](=[O:56])[NH:34][C@H:35]([C:37]1[N:46]([C:47]2[CH:52]=[CH:51][CH:50]=[C:49]([NH2:53])[CH:48]=2)[C:45](=[O:54])[C:44]2[C:39](=[CH:40][CH:41]=[CH:42][C:43]=2[Cl:55])[N:38]=1)[CH3:36])([CH3:31])([CH3:30])[CH3:29].[N-]=C=O.C(CN)O, predict the reaction product. The product is: [C:28]([O:32][C:33](=[O:56])[NH:34][C@H:35]([C:37]1[N:46]([C:47]2[CH:52]=[CH:51][CH:50]=[C:49]([NH:53][C:17]([NH:8][C:9]3[CH:14]=[CH:13][N:12]=[CH:11][C:10]=3[Cl:15])=[O:19])[CH:48]=2)[C:45](=[O:54])[C:44]2[C:39](=[CH:40][CH:41]=[CH:42][C:43]=2[Cl:55])[N:38]=1)[CH3:36])([CH3:29])([CH3:30])[CH3:31]. (6) Given the reactants [OH-].[Na+:2].[O:3]1[CH:7]=[CH:6][CH:5]=[C:4]1[C:8]1[CH:16]=[CH:15][C:11]([C:12]([OH:14])=[O:13])=[C:10]([NH:17][C:18]([C:20]2[CH:21]=[N:22][CH:23]=[C:24]([C:26]3[CH:31]=[CH:30][CH:29]=[CH:28][CH:27]=3)[CH:25]=2)=[O:19])[CH:9]=1, predict the reaction product. The product is: [O:3]1[CH:7]=[CH:6][CH:5]=[C:4]1[C:8]1[CH:16]=[CH:15][C:11]([C:12]([O-:14])=[O:13])=[C:10]([NH:17][C:18]([C:20]2[CH:21]=[N:22][CH:23]=[C:24]([C:26]3[CH:27]=[CH:28][CH:29]=[CH:30][CH:31]=3)[CH:25]=2)=[O:19])[CH:9]=1.[Na+:2]. (7) Given the reactants [CH:1](=[O:10])[CH:2]=[CH:3][C:4]1[CH:9]=[CH:8][CH:7]=[CH:6][CH:5]=1.C(C1C(=O)C(Cl)=C(Cl)[C:15](=[O:16])[C:14]=1C#N)#N.CCO.O.[O-2].[O-2].[O-2].O=[Si]=O.O=[Si]=O.O=[Si]=O.O=[Si]=O.[Al+3].[Al+3], predict the reaction product. The product is: [C:1]([O:16][CH2:15][CH3:14])(=[O:10])[CH:2]=[CH:3][C:4]1[CH:9]=[CH:8][CH:7]=[CH:6][CH:5]=1. (8) The product is: [Cl:29][CH2:30][C:31]([NH:33][C:34]([N:20]([C:18](=[O:19])[C:17]1[CH:22]=[CH:23][C:14]([C:11]2[CH2:10][C:9]([C:4]3[CH:3]=[C:2]([Cl:1])[CH:7]=[C:6]([Cl:8])[CH:5]=3)([C:25]([F:28])([F:27])[F:26])[O:13][N:12]=2)=[CH:15][C:16]=1[CH3:24])[CH3:21])=[O:35])=[O:32]. Given the reactants [Cl:1][C:2]1[CH:3]=[C:4]([C:9]2([C:25]([F:28])([F:27])[F:26])[O:13][N:12]=[C:11]([C:14]3[CH:23]=[CH:22][C:17]([C:18]([NH:20][CH3:21])=[O:19])=[C:16]([CH3:24])[CH:15]=3)[CH2:10]2)[CH:5]=[C:6]([Cl:8])[CH:7]=1.[Cl:29][CH2:30][C:31]([N:33]=[C:34]=[O:35])=[O:32], predict the reaction product.